From a dataset of Forward reaction prediction with 1.9M reactions from USPTO patents (1976-2016). Predict the product of the given reaction. (1) The product is: [CH:2]([C@H:3]1[CH2:7][O:6][C:5](=[O:8])[N:4]1[CH2:9][CH2:10][S:11][C:12]1[S:13][CH:14]=[C:15]([C:17]([O:19][CH2:20][CH3:21])=[O:18])[N:16]=1)=[O:1]. Given the reactants [OH:1][CH2:2][C@H:3]1[CH2:7][O:6][C:5](=[O:8])[N:4]1[CH2:9][CH2:10][S:11][C:12]1[S:13][CH:14]=[C:15]([C:17]([O:19][CH2:20][CH3:21])=[O:18])[N:16]=1.C(OCC)(=O)C.C(N(CC)CC)C.Cl, predict the reaction product. (2) Given the reactants [CH3:1][O:2][CH2:3][CH:4]([N:8]1[C:17]2[C:12](=[CH:13][C:14]([C:18]3[CH:19]=[N:20][C:21]([NH:33][C:34]([NH:36][CH2:37][CH3:38])=[O:35])=[CH:22][C:23]=3[C:24]3[S:25][CH:26]=[C:27]([C:29]([F:32])([F:31])[F:30])[N:28]=3)=[CH:15][CH:16]=2)[C:11](=[O:39])[C:10]([C:40](O)=[O:41])=[CH:9]1)[CH2:5][O:6][CH3:7].F[P-](F)(F)(F)(F)F.N1(OC(N(C)C)=[N+](C)C)C2N=CC=CC=2N=N1.C(N(C(C)C)CC)(C)C.Cl.[NH2:77][CH:78]1[CH2:83][CH2:82][O:81][CH2:80][CH2:79]1, predict the reaction product. The product is: [CH3:7][O:6][CH2:5][CH:4]([N:8]1[C:17]2[C:12](=[CH:13][C:14]([C:18]3[CH:19]=[N:20][C:21]([NH:33][C:34]([NH:36][CH2:37][CH3:38])=[O:35])=[CH:22][C:23]=3[C:24]3[S:25][CH:26]=[C:27]([C:29]([F:30])([F:31])[F:32])[N:28]=3)=[CH:15][CH:16]=2)[C:11](=[O:39])[C:10]([C:40]([NH:77][CH:78]2[CH2:83][CH2:82][O:81][CH2:80][CH2:79]2)=[O:41])=[CH:9]1)[CH2:3][O:2][CH3:1]. (3) Given the reactants Cl[C:2]1[N:3]=[CH:4][C:5]2[C:10]([C:11]([NH:13][CH2:14][C:15]3[C:16]([OH:23])=[N:17][C:18]([CH3:22])=[CH:19][C:20]=3[CH3:21])=[O:12])=[C:9]([CH3:24])[N:8]([C@@H:25]([C:27]3[CH:32]=[CH:31][CH:30]=[CH:29][CH:28]=3)[CH3:26])[C:6]=2[N:7]=1.[OH-].[NH4+:34], predict the reaction product. The product is: [NH2:34][C:2]1[N:3]=[CH:4][C:5]2[C:10]([C:11]([NH:13][CH2:14][C:15]3[C:16]([OH:23])=[N:17][C:18]([CH3:22])=[CH:19][C:20]=3[CH3:21])=[O:12])=[C:9]([CH3:24])[N:8]([C@@H:25]([C:27]3[CH:32]=[CH:31][CH:30]=[CH:29][CH:28]=3)[CH3:26])[C:6]=2[N:7]=1. (4) The product is: [C:1]([NH:5][C:6]([C:8]1[C:16]2[C:11](=[N:12][CH:13]=[C:14]([NH:17][C:18]3[S:22][N:21]=[C:20]([CH3:23])[CH:19]=3)[N:15]=2)[NH:10][CH:9]=1)=[O:7])([CH3:4])([CH3:3])[CH3:2]. Given the reactants [C:1]([NH:5][C:6]([C:8]1[C:16]2[C:11](=[N:12][CH:13]=[C:14]([NH:17][C:18]3[S:22][N:21]=[C:20]([CH3:23])[CH:19]=3)[N:15]=2)[N:10](COCC[Si](C)(C)C)[CH:9]=1)=[O:7])([CH3:4])([CH3:3])[CH3:2].FC(F)(F)C(O)=O, predict the reaction product. (5) Given the reactants [CH2:1]([C:8]1[N:9]=[N:10][C:11]2[C:16]([C:17]=1[C:18]1[CH:19]=[C:20]([NH2:24])[CH:21]=[CH:22][CH:23]=1)=[CH:15][CH:14]=[CH:13][C:12]=2[Cl:25])[C:2]1[CH:7]=[CH:6][CH:5]=[CH:4][CH:3]=1.[C:26]1([CH:36]=O)[C:35]2[C:30](=[CH:31][CH:32]=[CH:33][CH:34]=2)[CH:29]=[CH:28][CH:27]=1, predict the reaction product. The product is: [CH2:1]([C:8]1[N:9]=[N:10][C:11]2[C:16]([C:17]=1[C:18]1[CH:19]=[C:20]([NH:24][CH2:36][C:26]3[C:35]4[C:30](=[CH:31][CH:32]=[CH:33][CH:34]=4)[CH:29]=[CH:28][CH:27]=3)[CH:21]=[CH:22][CH:23]=1)=[CH:15][CH:14]=[CH:13][C:12]=2[Cl:25])[C:2]1[CH:7]=[CH:6][CH:5]=[CH:4][CH:3]=1.